From a dataset of NCI-60 drug combinations with 297,098 pairs across 59 cell lines. Regression. Given two drug SMILES strings and cell line genomic features, predict the synergy score measuring deviation from expected non-interaction effect. Drug 1: C1CN1P(=S)(N2CC2)N3CC3. Drug 2: C(CCl)NC(=O)N(CCCl)N=O. Cell line: DU-145. Synergy scores: CSS=49.3, Synergy_ZIP=-2.07, Synergy_Bliss=-1.50, Synergy_Loewe=-24.6, Synergy_HSA=0.679.